Dataset: Catalyst prediction with 721,799 reactions and 888 catalyst types from USPTO. Task: Predict which catalyst facilitates the given reaction. (1) Reactant: C([O:3][C:4]([C:6]1([NH:16][C:17](=[O:30])[C:18]2[CH:23]=[CH:22][CH:21]=[C:20]([CH3:24])[C:19]=2[O:25][CH:26]2[CH2:29][CH2:28][CH2:27]2)[CH2:14][C:13]2[C:8](=[CH:9][CH:10]=[C:11]([Cl:15])[CH:12]=2)[CH2:7]1)=[O:5])C.[OH-].[K+]. Product: [CH:26]1([O:25][C:19]2[C:20]([CH3:24])=[CH:21][CH:22]=[CH:23][C:18]=2[C:17]([NH:16][C:6]2([C:4]([OH:5])=[O:3])[CH2:14][C:13]3[C:8](=[CH:9][CH:10]=[C:11]([Cl:15])[CH:12]=3)[CH2:7]2)=[O:30])[CH2:27][CH2:28][CH2:29]1. The catalyst class is: 14. (2) Reactant: [Cl:1][C:2]1[CH:7]=[CH:6][C:5]([C:8](=O)[CH2:9][N:10]2[C:14]([C:15]([O:17]CC)=O)=[CH:13][C:12]([C:20]3[CH:25]=[CH:24][CH:23]=[CH:22][N:21]=3)=[N:11]2)=[CH:4][CH:3]=1.[CH2:27]([NH2:30])[CH2:28][NH2:29]. Product: [Cl:1][C:2]1[CH:7]=[CH:6][C:5]([C:8]23[NH:30][CH2:27][CH2:28][N:29]2[C:15](=[O:17])[C:14]2[N:10]([N:11]=[C:12]([C:20]4[CH:25]=[CH:24][CH:23]=[CH:22][N:21]=4)[CH:13]=2)[CH2:9]3)=[CH:4][CH:3]=1. The catalyst class is: 12. (3) Reactant: [C:1]([C:5]([C:8]([C:11]([CH2:14][C:15]([CH2:18][C:19]([CH2:22][CH2:23]I)([F:21])[F:20])([F:17])[F:16])([F:13])[F:12])([F:10])[F:9])([F:7])[F:6])([F:4])([F:3])[F:2].CNC=[O:28].O. Product: [C:1]([C:5]([C:8]([C:11]([CH2:14][C:15]([CH2:18][C:19]([CH2:22][CH2:23][OH:28])([F:21])[F:20])([F:17])[F:16])([F:13])[F:12])([F:10])[F:9])([F:7])[F:6])([F:4])([F:3])[F:2]. The catalyst class is: 28.